This data is from Forward reaction prediction with 1.9M reactions from USPTO patents (1976-2016). The task is: Predict the product of the given reaction. (1) Given the reactants [NH:1]([C:3]1[N:8]=[CH:7][N:6]=[C:5]2[N:9]([C:12]3[CH:17]=[CH:16][CH:15]=[CH:14][N:13]=3)[N:10]=[CH:11][C:4]=12)[NH2:2].[CH3:18][N:19]([CH3:28])[C:20]1[CH:27]=[CH:26][C:23]([CH:24]=O)=[CH:22][N:21]=1.COC1N=C(N2C3=NC=NC(NN=CC4C=CN=CC=4)=C3C=N2)C=CC=1, predict the reaction product. The product is: [N:13]1[CH:14]=[CH:15][CH:16]=[CH:17][C:12]=1[N:9]1[C:5]2=[N:6][CH:7]=[N:8][C:3]([NH:1][N:2]=[CH:24][C:23]3[CH:26]=[CH:27][C:20]([N:19]([CH3:28])[CH3:18])=[N:21][CH:22]=3)=[C:4]2[CH:11]=[N:10]1. (2) The product is: [CH3:1][C:2]1[CH:7]=[CH:6][C:5]([N+:8]([O-:10])=[O:9])=[CH:4][C:3]=1[NH:11][C:12]1[N:17]=[C:16]([C:18]2[CH:19]=[N:20][CH:21]=[CH:22][CH:23]=2)[CH:15]=[CH:14][N:13]=1. Given the reactants [CH3:1][C:2]1[CH:7]=[CH:6][C:5]([N+:8]([O-:10])=[O:9])=[CH:4][C:3]=1[NH:11][C:12]1[N:17]=[C:16]([C:18]2[CH:19]=[N:20][CH:21]=[CH:22][CH:23]=2)[C:15](C(OCC)=O)=[CH:14][N:13]=1.C(=O)([O-])[O-].[K+].[K+].O, predict the reaction product. (3) The product is: [Cl:29][C:6]1[CH:5]=[C:4]([CH:9]=[CH:8][C:7]=1[CH:10]([CH3:28])[C:11]([OH:27])([C:16]1[CH:17]=[CH:18][C:19]2[O:23][C:22](=[O:24])[N:21]([CH3:25])[C:20]=2[CH:26]=1)[C:12]([F:14])([F:13])[F:15])[C:3]([OH:30])=[O:2]. Given the reactants C[O:2][C:3](=[O:30])[C:4]1[CH:9]=[CH:8][C:7]([CH:10]([CH3:28])[C:11]([OH:27])([C:16]2[CH:17]=[CH:18][C:19]3[O:23][C:22](=[O:24])[N:21]([CH3:25])[C:20]=3[CH:26]=2)[C:12]([F:15])([F:14])[F:13])=[C:6]([Cl:29])[CH:5]=1.[Li+].[OH-], predict the reaction product. (4) Given the reactants [NH2:1][CH2:2][C:3]([C:6]1[CH:7]=[C:8]([C:16]2[N:20]([CH2:21][CH:22]3[CH2:27][CH2:26][CH2:25][CH2:24][CH2:23]3)[C:19]([CH3:28])=[C:18]([S:29]([NH2:32])(=[O:31])=[O:30])[CH:17]=2)[CH:9]=[C:10]([C:12]([CH3:15])([CH3:14])[CH3:13])[CH:11]=1)([CH3:5])[CH3:4].[CH3:33][C:34](OC(C)=O)=[O:35], predict the reaction product. The product is: [C:12]([C:10]1[CH:11]=[C:6]([C:3]([CH3:4])([CH3:5])[CH2:2][NH:1][C:34](=[O:35])[CH3:33])[CH:7]=[C:8]([C:16]2[N:20]([CH2:21][CH:22]3[CH2:27][CH2:26][CH2:25][CH2:24][CH2:23]3)[C:19]([CH3:28])=[C:18]([S:29](=[O:31])(=[O:30])[NH2:32])[CH:17]=2)[CH:9]=1)([CH3:13])([CH3:14])[CH3:15]. (5) Given the reactants [F:1][C:2]1[CH:7]=[CH:6][C:5]([C:8]2[C:9]([CH3:17])=[N:10][N:11]([CH3:16])[C:12]=2B(O)O)=[CH:4][CH:3]=1.Br[C:19]1[CH:29]=[C:28]([Cl:30])[C:22]2[O:23][CH2:24][C:25](=[O:27])[NH:26][C:21]=2[CH:20]=1, predict the reaction product. The product is: [Cl:30][C:28]1[C:22]2[O:23][CH2:24][C:25](=[O:27])[NH:26][C:21]=2[CH:20]=[C:19]([C:12]2[N:11]([CH3:16])[N:10]=[C:9]([CH3:17])[C:8]=2[C:5]2[CH:6]=[CH:7][C:2]([F:1])=[CH:3][CH:4]=2)[CH:29]=1. (6) Given the reactants [C:12]([O:11][C:9](O[C:9]([O:11][C:12]([CH3:15])([CH3:14])[CH3:13])=[O:10])=[O:10])([CH3:15])([CH3:14])[CH3:13].[Cl:16][C:17]1[CH:18]=[C:19]([N:24]2[C:28](=[O:29])[CH2:27][NH:26][C:25]2=[O:30])[CH:20]=[C:21]([Cl:23])[CH:22]=1, predict the reaction product. The product is: [C:12]([O:11][C:9]([N:26]1[CH2:27][C:28](=[O:29])[N:24]([C:19]2[CH:18]=[C:17]([Cl:16])[CH:22]=[C:21]([Cl:23])[CH:20]=2)[C:25]1=[O:30])=[O:10])([CH3:13])([CH3:14])[CH3:15]. (7) Given the reactants [CH2:1]([N:8]1[CH2:20][C@@H:19]2[C@H:10]([NH:11][C:12](=[O:22])[C:13]3[C:14]([CH3:21])=[CH:15][CH:16]=[CH:17][C:18]=32)[CH2:9]1)C1C=CC=CC=1.[C:23]1([CH2:29]C=O)[CH:28]=[CH:27][CH:26]=[CH:25][CH:24]=1, predict the reaction product. The product is: [CH3:21][C:14]1[C:13]2[C:12](=[O:22])[NH:11][C@@H:10]3[CH2:9][N:8]([CH2:1][CH2:29][C:23]4[CH:28]=[CH:27][CH:26]=[CH:25][CH:24]=4)[CH2:20][C@H:19]3[C:18]=2[CH:17]=[CH:16][CH:15]=1. (8) Given the reactants Br[CH:2]([C:14]1[CH:19]=[CH:18][CH:17]=[CH:16][CH:15]=1)[C:3]([C:5]1[C:13]2[C:8](=[CH:9][CH:10]=[CH:11][CH:12]=2)[NH:7][CH:6]=1)=[O:4].[NH2:20][C:21]1[CH:22]=[C:23]([CH:29]=[C:30]([O:32][CH3:33])[CH:31]=1)[O:24][CH2:25][CH2:26][CH2:27][OH:28].C(N(CC)CC)C, predict the reaction product. The product is: [OH:28][CH2:27][CH2:26][CH2:25][O:24][C:23]1[CH:22]=[C:21]([NH:20][CH:2]([C:14]2[CH:19]=[CH:18][CH:17]=[CH:16][CH:15]=2)[C:3]([C:5]2[C:13]3[C:8](=[CH:9][CH:10]=[CH:11][CH:12]=3)[NH:7][CH:6]=2)=[O:4])[CH:31]=[C:30]([O:32][CH3:33])[CH:29]=1. (9) Given the reactants [CH3:1][N:2]1[CH:6]([C:7]([OH:9])=O)[CH2:5][N:4]([C:10]2[N:15]=[CH:14][CH:13]=[CH:12][N:11]=2)[C:3]1=[O:16].O.ON1C2C=CC=CC=2N=N1.Cl.C(N=C=NCCCN(C)C)C.C(N1CCOCC1)C.[Cl:48][C:49]1[C:54]([C:55]([F:58])([F:57])[F:56])=[CH:53][CH:52]=[CH:51][C:50]=1[CH2:59][NH2:60], predict the reaction product. The product is: [Cl:48][C:49]1[C:54]([C:55]([F:57])([F:58])[F:56])=[CH:53][CH:52]=[CH:51][C:50]=1[CH2:59][NH:60][C:7]([CH:6]1[CH2:5][N:4]([C:10]2[N:15]=[CH:14][CH:13]=[CH:12][N:11]=2)[C:3](=[O:16])[N:2]1[CH3:1])=[O:9].